From a dataset of Full USPTO retrosynthesis dataset with 1.9M reactions from patents (1976-2016). Predict the reactants needed to synthesize the given product. (1) Given the product [CH2:21]([S:28][C:2]1[N:6]([CH3:7])[N:5]=[CH:4][C:3]=1[C:8]1[N:9]=[N:10][N:11]([CH3:13])[N:12]=1)[C:22]1[CH:27]=[CH:26][CH:25]=[CH:24][CH:23]=1, predict the reactants needed to synthesize it. The reactants are: Cl[C:2]1[N:6]([CH3:7])[N:5]=[CH:4][C:3]=1[C:8]1[N:9]=[N:10][N:11]([CH3:13])[N:12]=1.CN(C=O)C.[H-].[Na+].[CH2:21]([SH:28])[C:22]1[CH:27]=[CH:26][CH:25]=[CH:24][CH:23]=1. (2) Given the product [CH2:25]([O:24][C:23]([O:18][C:11]1[C:12]([OH:17])=[C:13]([N+:14]([O-:16])=[O:15])[C:6]([C:4](=[O:5])[C:3]2[CH:19]=[CH:20][CH:21]=[CH:22][C:2]=2[F:1])=[C:7]([CH:10]=1)[C:8]#[N:9])=[O:27])[CH3:26], predict the reactants needed to synthesize it. The reactants are: [F:1][C:2]1[CH:22]=[CH:21][CH:20]=[CH:19][C:3]=1[C:4]([C:6]1[C:13]([N+:14]([O-:16])=[O:15])=[C:12]([OH:17])[C:11]([OH:18])=[CH:10][C:7]=1[C:8]#[N:9])=[O:5].[C:23](Cl)(=[O:27])[O:24][CH2:25][CH3:26].CN(C)C=O.O. (3) Given the product [Cl:1][C:2]1[CH:29]=[CH:28][C:5]([CH2:6][NH:7][C:8](=[O:27])[CH2:9][C@@H:10]2[CH2:21][C@H:44]([OH:34])[C@@H:45]([OH:48])[CH2:47][CH2:17][C:16](=[O:22])[O:15][CH2:14][C@@H:13]3[CH2:23][CH2:24][CH2:25][N:12]3[C:11]2=[O:26])=[CH:4][CH:3]=1, predict the reactants needed to synthesize it. The reactants are: [Cl:1][C:2]1[CH:29]=[CH:28][C:5]([CH2:6][NH:7][C:8](=[O:27])[CH2:9][C@@H:10]2[CH2:21]C=CC[CH2:17][C:16](=[O:22])[O:15][CH2:14][C@@H:13]3[CH2:23][CH2:24][CH2:25][N:12]3[C:11]2=[O:26])=[CH:4][CH:3]=1.C[N+]1([O-])CC[O:34]CC1.S([O-])([O-])=O.[Na+].[Na+].[CH3:44][C:45]([OH:48])([CH3:47])C.C1COCC1.O. (4) Given the product [CH2:1]([O:8][CH2:9][C@@H:10]1[N:15]([C:24]2[CH:29]=[CH:28][C:27]([C:30]([OH:39])([C:35]([F:36])([F:38])[F:37])[C:31]([F:34])([F:32])[F:33])=[CH:26][CH:25]=2)[CH2:14][CH2:13][N:12]([C:16]([O:18][C:19]([CH3:22])([CH3:21])[CH3:20])=[O:17])[CH2:11]1)[C:2]1[CH:3]=[CH:4][CH:5]=[CH:6][CH:7]=1, predict the reactants needed to synthesize it. The reactants are: [CH2:1]([O:8][CH2:9][C@@H:10]1[NH:15][CH2:14][CH2:13][N:12]([C:16]([O:18][C:19]([CH3:22])([CH3:21])[CH3:20])=[O:17])[CH2:11]1)[C:2]1[CH:7]=[CH:6][CH:5]=[CH:4][CH:3]=1.Br[C:24]1[CH:29]=[CH:28][C:27]([C:30]([OH:39])([C:35]([F:38])([F:37])[F:36])[C:31]([F:34])([F:33])[F:32])=[CH:26][CH:25]=1.CC([O-])(C)C.[Na+]. (5) Given the product [S:1]1[CH:5]=[CH:4][C:3]([CH2:6][CH2:7][CH2:8][C:9]([OH:11])=[O:10])=[CH:2]1, predict the reactants needed to synthesize it. The reactants are: [S:1]1[CH:5]=[CH:4][C:3]([CH2:6][CH2:7][CH:8](C(O)=O)[C:9]([OH:11])=[O:10])=[CH:2]1.[OH-].[NH4+]. (6) Given the product [CH3:15][C:13]1[N:14]=[C:9]([CH2:8][NH:1][C:2]2[CH:7]=[CH:6][CH:5]=[CH:4][N:3]=2)[CH:10]=[CH:11][CH:12]=1, predict the reactants needed to synthesize it. The reactants are: [NH2:1][C:2]1[CH:7]=[CH:6][CH:5]=[CH:4][N:3]=1.[CH3:8][C:9]1[N:14]=[C:13]([CH:15]=O)[CH:12]=[CH:11][CH:10]=1. (7) Given the product [CH3:14][C:15]1[CH:16]=[C:17]([C:22]2[CH:23]=[CH:12][C:3]3[C:2](=[CH:7][CH:6]=[CH:5][C:4]=3[C:8]([F:11])([F:10])[F:9])[N:1]=2)[CH:18]=[C:19]([CH3:21])[CH:20]=1, predict the reactants needed to synthesize it. The reactants are: [NH2:1][C:2]1[CH:7]=[CH:6][CH:5]=[C:4]([C:8]([F:11])([F:10])[F:9])[C:3]=1[CH2:12]O.[CH3:14][C:15]1[CH:16]=[C:17]([C:22](=O)[CH3:23])[CH:18]=[C:19]([CH3:21])[CH:20]=1.[OH-].[K+]. (8) The reactants are: I[CH:2]1[C:6]([CH3:8])([CH3:7])[C:5]2([CH2:12][CH2:11][N:10]([C:13]([O:15][C:16]([CH3:19])([CH3:18])[CH3:17])=[O:14])[CH2:9]2)[O:4][CH2:3]1.C[Si]([SiH]([Si](C)(C)C)[Si](C)(C)C)(C)C.N(C(C)(C)C#N)=NC(C)(C)C#N.C1(C)C=CC=CC=1. Given the product [CH3:7][C:6]1([CH3:8])[C:5]2([CH2:12][CH2:11][N:10]([C:13]([O:15][C:16]([CH3:19])([CH3:18])[CH3:17])=[O:14])[CH2:9]2)[O:4][CH2:3][CH2:2]1, predict the reactants needed to synthesize it. (9) Given the product [Cl:1][C:2]1[CH:7]=[CH:6][C:5]([F:8])=[CH:4][C:3]=1[C@H:9]1[CH2:13][CH2:12][CH2:11][N:10]1[C:14]1[CH:19]=[CH:18][N:17]2[N:20]=[CH:21][C:22]([NH:23][C:35]([CH:33]3[CH2:34][N:31]([C:29]([O:28][C:24]([CH3:27])([CH3:26])[CH3:25])=[O:30])[CH2:32]3)=[O:36])=[C:16]2[N:15]=1, predict the reactants needed to synthesize it. The reactants are: [Cl:1][C:2]1[CH:7]=[CH:6][C:5]([F:8])=[CH:4][C:3]=1[C@H:9]1[CH2:13][CH2:12][CH2:11][N:10]1[C:14]1[CH:19]=[CH:18][N:17]2[N:20]=[CH:21][C:22]([NH2:23])=[C:16]2[N:15]=1.[C:24]([O:28][C:29]([N:31]1[CH2:34][CH:33]([C:35](O)=[O:36])[CH2:32]1)=[O:30])([CH3:27])([CH3:26])[CH3:25].CN(C(ON1N=NC2C=CC=NC1=2)=[N+](C)C)C.F[P-](F)(F)(F)(F)F.CCN(C(C)C)C(C)C. (10) Given the product [F:26][C:25]1[CH:24]=[CH:23][CH:22]=[C:21]([OH:27])[C:20]=1[C:11]1[N:10]=[C:9]([N:5]2[CH2:6][CH2:7][CH2:8][C@@H:3]([CH2:2][NH:1][C:38](=[O:39])[O:40][CH2:41][CH3:42])[CH2:4]2)[C:18]2[C:13](=[CH:14][C:15]([CH3:19])=[CH:16][CH:17]=2)[N:12]=1, predict the reactants needed to synthesize it. The reactants are: [NH2:1][CH2:2][C@@H:3]1[CH2:8][CH2:7][CH2:6][N:5]([C:9]2[C:18]3[C:13](=[CH:14][C:15]([CH3:19])=[CH:16][CH:17]=3)[N:12]=[C:11]([C:20]3[C:25]([F:26])=[CH:24][CH:23]=[CH:22][C:21]=3[OH:27])[N:10]=2)[CH2:4]1.C(N(C(C)C)CC)(C)C.Cl[C:38]([O:40][CH2:41][CH3:42])=[O:39].